From a dataset of Forward reaction prediction with 1.9M reactions from USPTO patents (1976-2016). Predict the product of the given reaction. (1) The product is: [CH3:30][N:29]([CH2:31][C:32]1[CH:38]=[CH:37][C:35]([NH:36]/[C:16](=[C:6]2\[C:5](=[O:27])[NH:4][C:12]3[C:7]\2=[CH:8][C:9]([N+:13]([O-:15])=[O:14])=[CH:10][CH:11]=3)/[C:17]2[CH:18]=[CH:19][C:20]([N+:23]([O-:25])=[O:24])=[CH:21][CH:22]=2)=[CH:34][CH:33]=1)[CH3:28]. Given the reactants C([N:4]1[C:12]2[C:7](=[CH:8][C:9]([N+:13]([O-:15])=[O:14])=[CH:10][CH:11]=2)[C:6](=[C:16](Cl)[C:17]2[CH:22]=[CH:21][C:20]([N+:23]([O-:25])=[O:24])=[CH:19][CH:18]=2)[C:5]1=[O:27])(=O)C.[CH3:28][N:29]([CH2:31][C:32]1[CH:38]=[CH:37][C:35]([NH2:36])=[CH:34][CH:33]=1)[CH3:30].[OH-].[Na+], predict the reaction product. (2) Given the reactants [CH2:1]([NH:8][C:9]1[CH:10]=[C:11]2[C:16](=[CH:17][CH:18]=1)[C:15](=[O:19])[NH:14][CH2:13][CH2:12]2)[C:2]1[CH:7]=[CH:6][CH:5]=[CH:4][CH:3]=1.N1C=CC=CC=1.[CH3:26][N:27]1[CH:31]=[CH:30][C:29]([S:32](Cl)(=[O:34])=[O:33])=[N:28]1, predict the reaction product. The product is: [CH2:1]([N:8]([C:9]1[CH:10]=[C:11]2[C:16](=[CH:17][CH:18]=1)[C:15](=[O:19])[NH:14][CH2:13][CH2:12]2)[S:32]([C:29]1[CH:30]=[CH:31][N:27]([CH3:26])[N:28]=1)(=[O:34])=[O:33])[C:2]1[CH:3]=[CH:4][CH:5]=[CH:6][CH:7]=1.